From a dataset of Full USPTO retrosynthesis dataset with 1.9M reactions from patents (1976-2016). Predict the reactants needed to synthesize the given product. (1) Given the product [OH:92][CH2:88][CH2:87][O:86][C:83]1[CH:82]=[CH:81][C:80]([C@H:20]2[NH:19][C:18](=[O:28])[N:17]([C@H:13]([C:11]3[NH:12][C:8]([C:5]4[CH:4]=[CH:3][C:2]([I:1])=[CH:7][CH:6]=4)=[CH:9][N:10]=3)[CH2:47][C:50]3[CH:51]=[CH:52][C:53]([O:67][CH3:65])=[CH:54][CH:55]=3)[C:21]2=[O:22])=[CH:85][CH:84]=1, predict the reactants needed to synthesize it. The reactants are: [I:1][C:2]1[CH:7]=[CH:6][C:5]([C:8]2[NH:12][C:11]([C@@H:13]([N:17]3[C:21](=[O:22])[C@@H:20](CCC(O)=O)[NH:19][C:18]3=[O:28])C(C)C)=[N:10][CH:9]=2)=[CH:4][CH:3]=1.C(OC(=O)N[C@H](C1N[C:47]([C:50]2[CH:55]=[CH:54][CH:53]=[CH:52][C:51]=2F)=CN=1)[C@H:47]([C:50]1[CH:55]=[CH:54][CH:53]=[CH:52][CH:51]=1)C)(C)(C)C.IC1C=CC([C:65](=[O:67])C)=CC=1.C(OC(N[C@H]([C:80]1[CH:85]=[CH:84][C:83]([O:86][CH2:87][C:88](=[O:92])N(C)C)=[CH:82][CH:81]=1)C(O)=O)=O)(C)(C)C.ClN1C(=O)CCC1=O. (2) Given the product [CH2:26]([O:9][C:8]1[N:4]([CH2:3][CH2:2][OH:1])[N:5]=[C:6]([C:10]2[CH:15]=[CH:14][CH:13]=[CH:12][CH:11]=2)[CH:7]=1)[CH3:27], predict the reactants needed to synthesize it. The reactants are: [OH:1][CH2:2][CH2:3][N:4]1[C:8](=[O:9])[CH2:7][C:6]([C:10]2[CH:15]=[CH:14][CH:13]=[CH:12][CH:11]=2)=[N:5]1.C(=O)([O-])[O-].[Cs+].[Cs+].S(OCC)(O[CH2:26][CH3:27])(=O)=O.